From a dataset of Catalyst prediction with 721,799 reactions and 888 catalyst types from USPTO. Predict which catalyst facilitates the given reaction. (1) Reactant: [C:1]1([C:7]2[CH:12]=[C:11]([N:13]3[CH2:18][CH2:17][NH:16][CH2:15][CH2:14]3)[N:10]=[N:9][C:8]=2[C:19]([F:22])([F:21])[F:20])[CH:6]=[CH:5][CH:4]=[CH:3][CH:2]=1.[CH:23](=O)[CH3:24].C(O[BH-](OC(=O)C)OC(=O)C)(=O)C.[Na+].ClCCl. Product: [CH2:23]([N:16]1[CH2:15][CH2:14][N:13]([C:11]2[N:10]=[N:9][C:8]([C:19]([F:22])([F:21])[F:20])=[C:7]([C:1]3[CH:2]=[CH:3][CH:4]=[CH:5][CH:6]=3)[CH:12]=2)[CH2:18][CH2:17]1)[CH3:24]. The catalyst class is: 7. (2) Reactant: [CH3:1][NH:2][C:3]1[CH:8]=[CH:7][C:6]([N+:9]([O-:11])=[O:10])=[CH:5][CH:4]=1.[H-].[Na+].Cl.Cl[CH2:16][C:17]1[CH:22]=[CH:21][N:20]=[CH:19][CH:18]=1.O. Product: [CH3:1][N:2]([C:3]1[CH:4]=[CH:5][C:6]([N+:9]([O-:11])=[O:10])=[CH:7][CH:8]=1)[CH2:16][C:17]1[CH:22]=[CH:21][N:20]=[CH:19][CH:18]=1. The catalyst class is: 3.